From a dataset of Catalyst prediction with 721,799 reactions and 888 catalyst types from USPTO. Predict which catalyst facilitates the given reaction. (1) Product: [OH:23][C@@:16]1([C:15]#[C:14][C:10]2[CH:9]=[C:8]([C:6]3[N:5]=[C:4]([C:24]([O:26][CH2:27][CH3:28])=[O:25])[CH:3]=[C:2]([C:34]4[N:39]=[CH:38][CH:37]=[CH:36][N:35]=4)[CH:7]=3)[CH:13]=[CH:12][CH:11]=2)[CH2:20][CH2:19][N:18]([CH3:21])[C:17]1=[O:22]. Reactant: Cl[C:2]1[CH:7]=[C:6]([C:8]2[CH:13]=[CH:12][CH:11]=[C:10]([C:14]#[C:15][C@:16]3([OH:23])[CH2:20][CH2:19][N:18]([CH3:21])[C:17]3=[O:22])[CH:9]=2)[N:5]=[C:4]([C:24]([O:26][CH2:27][CH3:28])=[O:25])[CH:3]=1.C([Sn](CCCC)(CCCC)[C:34]1[N:39]=[CH:38][CH:37]=[CH:36][N:35]=1)CCC.COC1C=CC=C(OC)C=1C1C=CC=CC=1P(C1CCCCC1)C1CCCCC1. The catalyst class is: 231. (2) Reactant: [C:1]([O:5][C:6]([N:8]1[C@@H:13]([CH3:14])[CH2:12][C:11]2[NH:15][N:16]=[C:17]([OH:18])[C:10]=2[CH2:9]1)=[O:7])([CH3:4])([CH3:3])[CH3:2].[F:19][C:20]([F:39])([F:38])[S:21](N(C1C=CC=CC=1)[S:21]([C:20]([F:39])([F:38])[F:19])(=[O:23])=[O:22])(=[O:23])=[O:22]. Product: [CH3:14][C@@H:13]1[N:8]([C:6]([O:5][C:1]([CH3:2])([CH3:3])[CH3:4])=[O:7])[CH2:9][C:10]2[C:17]([O:18][S:21]([C:20]([F:39])([F:38])[F:19])(=[O:23])=[O:22])=[N:16][NH:15][C:11]=2[CH2:12]1. The catalyst class is: 425. (3) Reactant: Br[C:2]1[CH:11]=[C:10]2[C:5]([CH:6]=[C:7]([C:13]3[CH:14]=[CH:15][C:16]4[N:17]([CH:19]=[C:20]([CH3:22])[N:21]=4)[N:18]=3)[C:8](=[O:12])[O:9]2)=[CH:4][CH:3]=1.CC1(C)C(C)(C)OB([C:31]2[CH2:36][CH2:35][N:34]([C:37]([O:39][C:40]([CH3:43])([CH3:42])[CH3:41])=[O:38])[CH2:33][CH:32]=2)O1.ClCCl.[C:48]([O-:51])([O-])=[O:49].[K+].[K+]. Product: [C:40]([O:51][C:48]([N:34]1[CH2:33][CH:32]=[C:31]([C:19]2[N:17]3[N:18]=[C:13]([C:7]4[C:8](=[O:12])[O:9][C:10]5[C:5]([CH:6]=4)=[CH:4][CH:3]=[C:2]([C:31]4[CH2:36][CH2:35][N:34]([C:37]([O:39][C:40]([CH3:41])([CH3:42])[CH3:43])=[O:38])[CH2:33][CH:32]=4)[CH:11]=5)[CH:14]=[CH:15][C:16]3=[N:21][C:20]=2[CH3:22])[CH2:36][CH2:35]1)=[O:49])([CH3:43])([CH3:42])[CH3:41]. The catalyst class is: 210. (4) Reactant: Cl[C:2](OC1C=CC([N+]([O-])=O)=CC=1)=[O:3].CCN(C(C)C)C(C)C.[CH3:23][N:24]1[CH2:29][CH2:28][N:27]([CH3:30])[CH2:26][C@H:25]1[CH2:31][OH:32].[F:33][C:34]1[CH:39]=[CH:38][C:37]([N:40]2[CH2:45][CH2:44][NH:43][CH2:42][CH2:41]2)=[CH:36][CH:35]=1. Product: [F:33][C:34]1[CH:35]=[CH:36][C:37]([N:40]2[CH2:45][CH2:44][N:43]([C:2]([O:32][CH2:31][C@@H:25]3[CH2:26][N:27]([CH3:30])[CH2:28][CH2:29][N:24]3[CH3:23])=[O:3])[CH2:42][CH2:41]2)=[CH:38][CH:39]=1. The catalyst class is: 2. (5) Reactant: [Cl:1][C:2]1[CH:3]=[CH:4][C:5]([CH2:8][O:9][C:10]2[CH:15]=[CH:14][NH:13][C:12](=[O:16])[CH:11]=2)=[N:6][CH:7]=1.Br[C:18]1[CH:23]=[CH:22][C:21]2[C:24]3[CH2:30][CH2:29][N:28]([C:31]([O:33][C:34]([CH3:37])([CH3:36])[CH3:35])=[O:32])[CH2:27][CH2:26][C:25]=3[O:38][C:20]=2[CH:19]=1.C([O-])([O-])=O.[Cs+].[Cs+].CN[C@@H]1CCCC[C@H]1NC. Product: [Cl:1][C:2]1[CH:3]=[CH:4][C:5]([CH2:8][O:9][C:10]2[CH:15]=[CH:14][N:13]([C:18]3[CH:23]=[CH:22][C:21]4[C:24]5[CH2:30][CH2:29][N:28]([C:31]([O:33][C:34]([CH3:36])([CH3:35])[CH3:37])=[O:32])[CH2:27][CH2:26][C:25]=5[O:38][C:20]=4[CH:19]=3)[C:12](=[O:16])[CH:11]=2)=[N:6][CH:7]=1. The catalyst class is: 432.